Predict which catalyst facilitates the given reaction. From a dataset of Catalyst prediction with 721,799 reactions and 888 catalyst types from USPTO. (1) Reactant: N([O-])=O.[Na+].[NH2:5][C:6]1[CH:11]=[CH:10][CH:9]=C[CH:7]=1.S(=O)(=O)(O)O.[I-:17].[K+].[CH:19]([Cl:22])(Cl)Cl. Product: [Cl:22][C:19]1[CH:9]=[CH:10][C:11]([I:17])=[C:6]([N:5]2[CH2:10][CH2:11][CH2:6][CH2:7]2)[CH:7]=1. The catalyst class is: 6. (2) Reactant: Cl.CO[C:4]1[CH:9]=[CH:8][N:7]=[CH:6][C:5]=1[N+:10]([O-:12])=[O:11].[CH:13]1([NH2:16])[CH2:15][CH2:14]1.C(N(CC)CC)C. Product: [CH:13]1([NH:16][C:4]2[CH:9]=[CH:8][N:7]=[CH:6][C:5]=2[N+:10]([O-:12])=[O:11])[CH2:15][CH2:14]1. The catalyst class is: 8. (3) Reactant: [H-].[Al+3].[Li+].[H-].[H-].[H-].[CH:7]([O:10][C:11]1[CH:20]=[C:19]2[C:14]([CH2:15][CH2:16][NH:17][CH:18]2[C:21](O)=[O:22])=[CH:13][C:12]=1[O:24][CH3:25])([CH3:9])[CH3:8]. Product: [CH:7]([O:10][C:11]1[CH:20]=[C:19]2[C:14]([CH2:15][CH2:16][NH:17][CH:18]2[CH2:21][OH:22])=[CH:13][C:12]=1[O:24][CH3:25])([CH3:9])[CH3:8]. The catalyst class is: 1. (4) Reactant: [NH2:1][C@@H:2]([C:7]1[CH:12]=[CH:11][CH:10]=[C:9]([F:13])[CH:8]=1)[CH2:3][C:4]([OH:6])=[O:5].[OH-].[Na+].[CH3:16][C:17]([O:20][C:21](O[C:21]([O:20][C:17]([CH3:19])([CH3:18])[CH3:16])=[O:22])=[O:22])([CH3:19])[CH3:18].Cl. Product: [C:21]([NH:1][C@@H:2]([C:7]1[CH:12]=[CH:11][CH:10]=[C:9]([F:13])[CH:8]=1)[CH2:3][C:4]([OH:6])=[O:5])([O:20][C:17]([CH3:19])([CH3:18])[CH3:16])=[O:22]. The catalyst class is: 38. (5) Reactant: [CH3:1][C:2]([C:35]([OH:37])=[O:36])([C:4]1[CH:5]=[CH:6][C:7]([CH:10]([OH:34])[CH2:11][CH2:12][CH2:13][N:14]2[CH2:19][CH2:18][CH:17]([C:20]([OH:33])([C:27]3[CH:28]=[CH:29][CH:30]=[CH:31][CH:32]=3)[C:21]3[CH:22]=[CH:23][CH:24]=[CH:25][CH:26]=3)[CH2:16][CH2:15]2)=[CH:8][CH:9]=1)[CH3:3].Cl.C(N(CCCC)CCCC)CCC. Product: [CH3:3][C:2]([C:35]([OH:37])=[O:36])([C:4]1[CH:9]=[CH:8][C:7]([CH:10]([OH:34])[CH2:11][CH2:12][CH2:13][N:14]2[CH2:15][CH2:16][CH:17]([C:20]([OH:33])([C:21]3[CH:26]=[CH:25][CH:24]=[CH:23][CH:22]=3)[C:27]3[CH:28]=[CH:29][CH:30]=[CH:31][CH:32]=3)[CH2:18][CH2:19]2)=[CH:6][CH:5]=1)[CH3:1]. The catalyst class is: 21. (6) Reactant: O=[C:2]1[C:16]2[C:11](=[CH:12][CH:13]=[C:14]([C:17]3[CH:18]=[C:19]([CH:22]=[CH:23][CH:24]=3)[C:20]#[N:21])[CH:15]=2)[O:10][C:4]2([CH2:9][CH2:8][O:7][CH2:6][CH2:5]2)[CH2:3]1.C[Si]([N:29]=[C:30]=[N:31][Si](C)(C)C)(C)C. Product: [C:20]([C:19]1[CH:18]=[C:17]([C:14]2[CH:15]=[C:16]3[C:11](=[CH:12][CH:13]=2)[O:10][C:4]2([CH2:5][CH2:6][O:7][CH2:8][CH2:9]2)[CH2:3]/[C:2]/3=[N:29]/[C:30]#[N:31])[CH:24]=[CH:23][CH:22]=1)#[N:21]. The catalyst class is: 388. (7) Reactant: [CH2:1]([C@H:8]1[CH2:12][O:11][C:10](=[O:13])[NH:9]1)[C:2]1[CH:7]=[CH:6][CH:5]=[CH:4][CH:3]=1.C([Li])CCC.[Br:19][C:20]1[C:21]2[CH:22]=[C:23]3[CH:32]([CH2:33][C:34](O)=[O:35])[CH2:31][CH2:30][N:24]3[C:25]=2[CH:26]=[C:27]([F:29])[CH:28]=1.C(N1C=CN=C1)(N1C=CN=C1)=O. Product: [CH2:1]([C@H:8]1[CH2:12][O:11][C:10](=[O:13])[N:9]1[C:34](=[O:35])[CH2:33][CH:32]1[C:23]2=[CH:22][C:21]3[C:20]([Br:19])=[CH:28][C:27]([F:29])=[CH:26][C:25]=3[N:24]2[CH2:30][CH2:31]1)[C:2]1[CH:3]=[CH:4][CH:5]=[CH:6][CH:7]=1. The catalyst class is: 1. (8) Reactant: [F:1][C:2]1[C:11]2[CH2:10][CH2:9][CH2:8][CH2:7][C:6]=2[CH:5]=[CH:4][C:3]=1[CH2:12][O:13][C:14]1[CH:19]=[CH:18][C:17]([C@@H:20]([C:26]2[N:30]([CH3:31])[CH:29]=[N:28][N:27]=2)[CH2:21][C:22]([O:24]C)=[O:23])=[CH:16][CH:15]=1.[Li+].[OH-]. Product: [F:1][C:2]1[C:11]2[CH2:10][CH2:9][CH2:8][CH2:7][C:6]=2[CH:5]=[CH:4][C:3]=1[CH2:12][O:13][C:14]1[CH:19]=[CH:18][C:17]([C@@H:20]([C:26]2[N:30]([CH3:31])[CH:29]=[N:28][N:27]=2)[CH2:21][C:22]([OH:24])=[O:23])=[CH:16][CH:15]=1. The catalyst class is: 242. (9) Reactant: C([O:3][C:4](=O)[CH2:5][CH2:6][CH2:7][C:8]1[CH:13]=[C:12]([F:14])[CH:11]=[CH:10][C:9]=1[O:15][CH3:16])C.CC(C[AlH]CC(C)C)C.CO.Cl. Product: [F:14][C:12]1[CH:11]=[CH:10][C:9]([O:15][CH3:16])=[C:8]([CH2:7][CH2:6][CH2:5][CH:4]=[O:3])[CH:13]=1. The catalyst class is: 11.